Predict the reactants needed to synthesize the given product. From a dataset of Full USPTO retrosynthesis dataset with 1.9M reactions from patents (1976-2016). (1) The reactants are: [OH:1][C@H:2]1[C@H:7]([O:8][CH2:9][CH2:10][O:11][CH3:12])[C:6]2[CH:13]=[CH:14][C:15]3[N:16]([CH3:21])[C:17]([CH3:20])=[N:18][C:19]=3[C:5]=2[O:4][C@@H:3]1[C:22]1[CH:27]=[CH:26][CH:25]=[CH:24][CH:23]=1.C(N(CC)CC)C.Cl.[CH3:36][N:37]([CH2:39][C:40](Cl)=[O:41])[CH3:38].O. Given the product [CH3:36][N:37]([CH3:38])[CH2:39][C:40]([O:1][C@H:2]1[C@H:7]([O:8][CH2:9][CH2:10][O:11][CH3:12])[C:6]2[CH:13]=[CH:14][C:15]3[N:16]([CH3:21])[C:17]([CH3:20])=[N:18][C:19]=3[C:5]=2[O:4][C@@H:3]1[C:22]1[CH:27]=[CH:26][CH:25]=[CH:24][CH:23]=1)=[O:41], predict the reactants needed to synthesize it. (2) Given the product [NH:4]1[CH:5]=[CH:6][C:2]([N:1]2[C:10](=[O:11])[C:9]3[C:8](=[CH:16][CH:15]=[CH:14][CH:13]=3)[C:7]2=[O:12])=[N:3]1, predict the reactants needed to synthesize it. The reactants are: [NH2:1][C:2]1[CH:6]=[CH:5][NH:4][N:3]=1.[C:7]1(=O)[O:12][C:10](=[O:11])[C:9]2=[CH:13][CH:14]=[CH:15][CH:16]=[C:8]12.O. (3) Given the product [ClH:1].[ClH:1].[CH2:3]([C:7]1[N:8]=[N:9][C:10]([O:30][CH:31]2[CH2:36][CH2:35][N:34]([CH3:38])[CH2:33][CH2:32]2)=[C:11]([C:26]([F:28])([F:27])[F:29])[C:12]=1[C:13]1[CH:14]=[CH:15][C:16]([O:19][CH:20]2[CH2:21][CH2:22][CH2:23][CH2:24][CH2:25]2)=[CH:17][CH:18]=1)[CH2:4][CH2:5][CH3:6], predict the reactants needed to synthesize it. The reactants are: [ClH:1].Cl.[CH2:3]([C:7]1[N:8]=[N:9][C:10]([O:30][CH:31]2[CH2:36][CH2:35][NH:34][CH2:33][CH2:32]2)=[C:11]([C:26]([F:29])([F:28])[F:27])[C:12]=1[C:13]1[CH:18]=[CH:17][C:16]([O:19][CH:20]2[CH2:25][CH2:24][CH2:23][CH2:22][CH2:21]2)=[CH:15][CH:14]=1)[CH2:4][CH2:5][CH3:6].Cl.[CH2:38](OCC)C. (4) Given the product [ClH:28].[F:1][C:2]1[CH:7]=[CH:6][C:5]([C@@H:8]2[O:13][CH2:12][CH2:11][N:10]([CH2:14][C:15]3[CH:20]=[CH:19][C:18]([C@H:21]([NH:23][S:24]([CH3:27])(=[O:26])=[O:25])[CH3:22])=[CH:17][CH:16]=3)[CH2:9]2)=[CH:4][CH:3]=1, predict the reactants needed to synthesize it. The reactants are: [F:1][C:2]1[CH:7]=[CH:6][C:5]([C@@H:8]2[O:13][CH2:12][CH2:11][N:10]([CH2:14][C:15]3[CH:20]=[CH:19][C:18]([C@H:21]([NH:23][S:24]([CH3:27])(=[O:26])=[O:25])[CH3:22])=[CH:17][CH:16]=3)[CH2:9]2)=[CH:4][CH:3]=1.[ClH:28]. (5) Given the product [Br:1][C:2]1[CH:3]=[CH:4][C:5]2[CH:11]3[CH2:12][CH:9]([CH2:10]3)[N:8]3[C:13]([C:32]([NH:28][NH:27][C:25]([CH:22]4[CH2:24][CH2:23]4)=[O:26])=[O:50])=[C:14]([C:16]([O:18][CH3:19])=[O:17])[N:15]=[C:7]3[C:6]=2[CH:21]=1, predict the reactants needed to synthesize it. The reactants are: [Br:1][C:2]1[CH:3]=[CH:4][C:5]2[CH:11]3[CH2:12][CH:9]([CH2:10]3)[N:8]3[C:13](I)=[C:14]([C:16]([O:18][CH3:19])=[O:17])[N:15]=[C:7]3[C:6]=2[CH:21]=1.[CH:22]1([C:25]([NH:27][NH2:28])=[O:26])[CH2:24][CH2:23]1.CC1(C)C2C(=C(P(C3C=CC=CC=3)C3C=CC=CC=3)C=CC=2)[O:50][C:32]2C(P(C3C=CC=CC=3)C3C=CC=CC=3)=CC=CC1=2. (6) The reactants are: Cl.Cl.[CH3:3][NH:4][C:5]1[CH:10]=[CH:9][C:8]([NH2:11])=[CH:7][CH:6]=1.Cl.[NH2:13][C:14]1[C:15]([Cl:22])=[C:16]([OH:21])[C:17]([CH3:20])=[CH:18][CH:19]=1.OO.[OH-].[NH4+]. Given the product [NH2:13][C:14]1[C:19](=[N:11][C:8]2[CH:9]=[CH:10][C:5]([NH:4][CH3:3])=[CH:6][CH:7]=2)[CH:18]=[C:17]([CH3:20])[C:16](=[O:21])[C:15]=1[Cl:22], predict the reactants needed to synthesize it.